From a dataset of Catalyst prediction with 721,799 reactions and 888 catalyst types from USPTO. Predict which catalyst facilitates the given reaction. Reactant: [H-].[Na+].[OH:3][CH:4]1[CH2:9][CH2:8][N:7]([C:10]([O:12][C:13]([CH3:16])([CH3:15])[CH3:14])=[O:11])[CH2:6][CH2:5]1.Cl[C:18]1[CH:23]=[C:22]([CH2:24][O:25][CH3:26])[CH:21]=[C:20]([C:27]([F:30])([F:29])[F:28])[N:19]=1. Product: [CH3:26][O:25][CH2:24][C:22]1[CH:21]=[C:20]([C:27]([F:30])([F:28])[F:29])[N:19]=[C:18]([O:3][CH:4]2[CH2:5][CH2:6][N:7]([C:10]([O:12][C:13]([CH3:16])([CH3:15])[CH3:14])=[O:11])[CH2:8][CH2:9]2)[CH:23]=1. The catalyst class is: 7.